Regression/Classification. Given a drug SMILES string, predict its absorption, distribution, metabolism, or excretion properties. Task type varies by dataset: regression for continuous measurements (e.g., permeability, clearance, half-life) or binary classification for categorical outcomes (e.g., BBB penetration, CYP inhibition). Dataset: cyp3a4_veith. From a dataset of CYP3A4 inhibition data for predicting drug metabolism from PubChem BioAssay. (1) The molecule is NC[C@H](CC(=O)O)c1ccc(Cl)cc1. The result is 0 (non-inhibitor). (2) The compound is Cc1ccc(C(=O)N/N=C\c2ccc[nH]2)cc1[N+](=O)[O-]. The result is 0 (non-inhibitor). (3) The result is 0 (non-inhibitor). The drug is CN(C)C(=O)c1ccc(-c2cc(NCc3cccs3)ncn2)cc1. (4) The drug is O=C(c1cc(-c2ccc(Cl)cc2Cl)on1)N1CCN(C(=O)c2ccco2)CC1. The result is 0 (non-inhibitor).